Dataset: Peptide-MHC class II binding affinity with 134,281 pairs from IEDB. Task: Regression. Given a peptide amino acid sequence and an MHC pseudo amino acid sequence, predict their binding affinity value. This is MHC class II binding data. The peptide sequence is EAMDTISVFLHSEEG. The MHC is DRB3_0301 with pseudo-sequence DRB3_0301. The binding affinity (normalized) is 0.204.